This data is from Peptide-MHC class II binding affinity with 134,281 pairs from IEDB. The task is: Regression. Given a peptide amino acid sequence and an MHC pseudo amino acid sequence, predict their binding affinity value. This is MHC class II binding data. (1) The peptide sequence is VKITDKNYEHIAAYH. The MHC is DRB3_0101 with pseudo-sequence DRB3_0101. The binding affinity (normalized) is 0.364. (2) The peptide sequence is AAGGWDSLAAELATT. The MHC is HLA-DPA10201-DPB10501 with pseudo-sequence HLA-DPA10201-DPB10501. The binding affinity (normalized) is 0.124. (3) The peptide sequence is SQDLELSWALNGLQAY. The MHC is HLA-DQA10301-DQB10302 with pseudo-sequence HLA-DQA10301-DQB10302. The binding affinity (normalized) is 0.528. (4) The peptide sequence is LSPGMMMGMFNMLST. The binding affinity (normalized) is 0.0657. The MHC is DRB4_0101 with pseudo-sequence DRB4_0103. (5) The peptide sequence is KGSNPNYLALLVKYV. The MHC is DRB1_1302 with pseudo-sequence DRB1_1302. The binding affinity (normalized) is 0.268. (6) The peptide sequence is KFPELGMNPSHCNEM. The MHC is DRB1_1101 with pseudo-sequence DRB1_1101. The binding affinity (normalized) is 0.272. (7) The peptide sequence is RTLILLMLTNPTKRN. The MHC is DRB1_0404 with pseudo-sequence DRB1_0404. The binding affinity (normalized) is 0.999. (8) The MHC is DRB1_0401 with pseudo-sequence DRB1_0401. The peptide sequence is AWASACGGTGKNTIV. The binding affinity (normalized) is 0.113. (9) The peptide sequence is SSPTKRSQTFLQGLR. The MHC is DRB1_0101 with pseudo-sequence DRB1_0101. The binding affinity (normalized) is 0.537.